This data is from Reaction yield outcomes from USPTO patents with 853,638 reactions. The task is: Predict the reaction yield, written as a fraction of the theoretical maximum amount of product (1.0 means a 100% yield; for example, 0.34 means a 34% yield). The reactants are [CH2:1]([O:3][P:4](=[O:38])([O:35][CH2:36][CH3:37])[O:5][CH2:6][CH2:7][N:8]1[CH2:13][CH2:12][N:11]([C:14]2[N:15]([C:25]3[CH:30]=[CH:29][C:28]([C:31]([CH3:34])([CH3:33])[CH3:32])=[CH:27][CH:26]=3)[C:16]3[C:21]([C:22]=2[CH:23]=[O:24])=[CH:20][CH:19]=[CH:18][CH:17]=3)[CH2:10][CH2:9]1)[CH3:2].[ClH:39]. The catalyst is CO. The product is [ClH:39].[CH2:1]([O:3][P:4](=[O:38])([O:35][CH2:36][CH3:37])[O:5][CH2:6][CH2:7][N:8]1[CH2:9][CH2:10][N:11]([C:14]2[N:15]([C:25]3[CH:26]=[CH:27][C:28]([C:31]([CH3:32])([CH3:33])[CH3:34])=[CH:29][CH:30]=3)[C:16]3[C:21]([C:22]=2[CH:23]=[O:24])=[CH:20][CH:19]=[CH:18][CH:17]=3)[CH2:12][CH2:13]1)[CH3:2]. The yield is 0.890.